Dataset: Forward reaction prediction with 1.9M reactions from USPTO patents (1976-2016). Task: Predict the product of the given reaction. (1) Given the reactants [C:1]([O:5][C:6](=[O:48])[NH:7][C@H:8]([CH2:23][NH:24][C@@H:25]([C:29]1[N:38]([CH2:39][C:40]2[CH:45]=[CH:44][CH:43]=[CH:42][CH:41]=2)[C:37](=[O:46])[C:36]2[C:31](=[CH:32][C:33]([Cl:47])=[CH:34][CH:35]=2)[N:30]=1)[CH:26]([CH3:28])[CH3:27])[CH2:9][CH2:10][CH2:11][NH:12][C:13]([O:15][CH2:16][C:17]1[CH:22]=[CH:21][CH:20]=[CH:19][CH:18]=1)=[O:14])([CH3:4])([CH3:3])[CH3:2].C(N(CC)CC)C.[C:56]1([CH3:65])[CH:61]=[CH:60][C:59]([C:62](Cl)=[O:63])=[CH:58][CH:57]=1, predict the reaction product. The product is: [C:1]([O:5][C:6](=[O:48])[NH:7][CH:8]([CH2:23][N:24]([CH:25]([C:29]1[N:38]([CH2:39][C:40]2[CH:41]=[CH:42][CH:43]=[CH:44][CH:45]=2)[C:37](=[O:46])[C:36]2[C:31](=[CH:32][C:33]([Cl:47])=[CH:34][CH:35]=2)[N:30]=1)[CH:26]([CH3:28])[CH3:27])[C:62]([C:59]1[CH:60]=[CH:61][C:56]([CH3:65])=[CH:57][CH:58]=1)=[O:63])[CH2:9][CH2:10][CH2:11][NH:12][C:13]([O:15][CH2:16][C:17]1[CH:18]=[CH:19][CH:20]=[CH:21][CH:22]=1)=[O:14])([CH3:3])([CH3:4])[CH3:2]. (2) The product is: [CH3:1][O:2][C:3]1[CH:8]=[CH:7][C:6]([CH2:9][S:10][C:20]2[CH:21]=[CH:22][C:17]([C:15](=[O:16])[CH2:14][CH3:13])=[CH:18][CH:19]=2)=[CH:5][CH:4]=1. Given the reactants [CH3:1][O:2][C:3]1[CH:8]=[CH:7][C:6]([CH2:9][SH:10])=[CH:5][CH:4]=1.[H-].[Na+].[CH3:13][CH2:14][C:15]([C:17]1[CH:22]=[CH:21][C:20](F)=[CH:19][CH:18]=1)=[O:16].[OH-].[Na+], predict the reaction product. (3) Given the reactants [CH2:1]([O:8][C:9]1[C:10]([C:38]([NH:40][CH2:41][C:42]([O:44][CH2:45][C:46]2[CH:51]=[CH:50][CH:49]=[CH:48][CH:47]=2)=[O:43])=[O:39])=[N:11][C:12]([CH2:16][CH:17]2[CH2:22][CH2:21][N:20]([C:23]3[CH:28]=[CH:27][C:26]([C:29]4[CH:34]=[CH:33][C:32]([CH:35]([OH:37])[CH3:36])=[CH:31][N:30]=4)=[CH:25][CH:24]=3)[CH2:19][CH2:18]2)=[N:13][C:14]=1[CH3:15])[C:2]1[CH:7]=[CH:6][CH:5]=[CH:4][CH:3]=1.[C:52](OC(=O)C)(=[O:54])[CH3:53].C(N(CC)CC)C.C(=O)([O-])O.[Na+], predict the reaction product. The product is: [C:52]([O:37][CH:35]([C:32]1[CH:33]=[CH:34][C:29]([C:26]2[CH:27]=[CH:28][C:23]([N:20]3[CH2:19][CH2:18][CH:17]([CH2:16][C:12]4[N:11]=[C:10]([C:38]([NH:40][CH2:41][C:42]([O:44][CH2:45][C:46]5[CH:47]=[CH:48][CH:49]=[CH:50][CH:51]=5)=[O:43])=[O:39])[C:9]([O:8][CH2:1][C:2]5[CH:7]=[CH:6][CH:5]=[CH:4][CH:3]=5)=[C:14]([CH3:15])[N:13]=4)[CH2:22][CH2:21]3)=[CH:24][CH:25]=2)=[N:30][CH:31]=1)[CH3:36])(=[O:54])[CH3:53]. (4) Given the reactants [F:1][C:2]1[CH:3]=[C:4]2[C:8](=[CH:9][CH:10]=1)[N:7]([CH2:11][C:12]1[CH:17]=[CH:16][CH:15]=[C:14]([F:18])[CH:13]=1)[C:6]([C:19](O)=[O:20])=[CH:5]2.Cl.CN(C)CCCN=C=NCC.ON1C2C=CC=CC=2N=N1.[C:44]([N:47]1[C:51]2=[N:52][CH:53]=[C:54]([NH2:56])[CH:55]=[C:50]2[CH2:49][CH2:48]1)(=[O:46])[CH3:45], predict the reaction product. The product is: [C:44]([N:47]1[C:51]2=[N:52][CH:53]=[C:54]([NH:56][C:19]([C:6]3[N:7]([CH2:11][C:12]4[CH:17]=[CH:16][CH:15]=[C:14]([F:18])[CH:13]=4)[C:8]4[C:4]([CH:5]=3)=[CH:3][C:2]([F:1])=[CH:10][CH:9]=4)=[O:20])[CH:55]=[C:50]2[CH2:49][CH2:48]1)(=[O:46])[CH3:45]. (5) The product is: [CH3:19][CH:17]([N:14]1[C:12]2[N:13]=[C:8]([C:5]3[CH:6]=[CH:7][C:2]([C:33]4[CH:34]=[N:35][NH:36][CH:37]=4)=[CH:3][CH:4]=3)[CH:9]=[C:10]([C:20]([OH:22])=[O:21])[C:11]=2[CH:16]=[N:15]1)[CH3:18]. Given the reactants Br[C:2]1[CH:7]=[CH:6][C:5]([C:8]2[CH:9]=[C:10]([C:20]([O:22]CC)=[O:21])[C:11]3[CH:16]=[N:15][N:14]([CH:17]([CH3:19])[CH3:18])[C:12]=3[N:13]=2)=[CH:4][CH:3]=1.CC1(C)C(C)(C)OB([C:33]2[CH:34]=[N:35][NH:36][CH:37]=2)O1.C(=O)([O-])[O-].[Na+].[Na+], predict the reaction product. (6) Given the reactants [CH3:1][C@@H:2]1[CH2:7][CH2:6][NH:5][C@@H:4]([C:8]([OH:10])=[O:9])[CH2:3]1.[CH2:11]=O, predict the reaction product. The product is: [CH3:11][N:5]1[CH2:6][CH2:7][C@@H:2]([CH3:1])[CH2:3][C@@H:4]1[C:8]([OH:10])=[O:9]. (7) Given the reactants [NH2:1][C:2]1[CH:10]=[CH:9][C:5]([C:6]([OH:8])=[O:7])=[CH:4][CH:3]=1.[OH-].[Li+].[Br:13][C:14]1[C:27]2=[N:28][O:29][C:25]3=[C:26]2[C:17]([C:18](=[O:30])[C:19]2[C:24]3=[CH:23][CH:22]=[CH:21][CH:20]=2)=[C:16](Br)[CH:15]=1.CC(OC)(C)C, predict the reaction product. The product is: [Br:13][C:14]1[C:27]2=[N:28][O:29][C:25]3=[C:26]2[C:17]([C:18](=[O:30])[C:19]2[C:24]3=[CH:23][CH:22]=[CH:21][CH:20]=2)=[C:16]([NH:1][C:2]2[CH:10]=[CH:9][C:5]([C:6]([OH:8])=[O:7])=[CH:4][CH:3]=2)[CH:15]=1.